From a dataset of Forward reaction prediction with 1.9M reactions from USPTO patents (1976-2016). Predict the product of the given reaction. (1) Given the reactants [CH3:1][N:2]([CH3:14])[C:3]1[CH:13]=[CH:12][C:6]2[S:7][C:8]([CH2:10][OH:11])=[CH:9][C:5]=2[CH:4]=1.C(N(CC)CC)C.C1C=CN=CC=1.O=S(=O)=O.O, predict the reaction product. The product is: [CH3:1][N:2]([CH3:14])[C:3]1[CH:13]=[CH:12][C:6]2[S:7][C:8]([CH:10]=[O:11])=[CH:9][C:5]=2[CH:4]=1. (2) Given the reactants [CH3:1][CH:2]1[CH2:7][CH2:6][CH2:5][CH:4]([CH3:8])[N:3]1[CH2:9][CH2:10][NH:11][C:12]([C:14]1[CH:15]=[CH:16][C:17]([F:38])=[C:18]([NH:20][C:21]([C:23]2[N:27]3[CH:28]=[CH:29][C:30]([C:32]4[N:33]([CH3:37])[N:34]=[CH:35][CH:36]=4)=[CH:31][C:26]3=[N:25][CH:24]=2)=[O:22])[CH:19]=1)=[O:13].[C:39]([OH:51])(=[O:50])[CH2:40][C:41]([CH2:46][C:47]([OH:49])=[O:48])([C:43]([OH:45])=[O:44])[OH:42], predict the reaction product. The product is: [C:39]([OH:51])(=[O:50])[CH2:40][C:41]([CH2:46][C:47]([OH:49])=[O:48])([C:43]([OH:45])=[O:44])[OH:42].[CH3:1][C@H:2]1[CH2:7][CH2:6][CH2:5][C@@H:4]([CH3:8])[N:3]1[CH2:9][CH2:10][NH:11][C:12]([C:14]1[CH:15]=[CH:16][C:17]([F:38])=[C:18]([NH:20][C:21]([C:23]2[N:27]3[CH:28]=[CH:29][C:30]([C:32]4[N:33]([CH3:37])[N:34]=[CH:35][CH:36]=4)=[CH:31][C:26]3=[N:25][CH:24]=2)=[O:22])[CH:19]=1)=[O:13]. (3) Given the reactants [CH2:1]([S:3][S:4][C:5]1[CH:10]=[CH:9][CH:8]=[C:7]([CH3:11])[C:6]=1[OH:12])[CH3:2].C(N=C=NC(C)C)(C)C.[C:22]([O:26][C:27]([NH:29][C@H:30]([C:35](=[O:46])[O:36][C:37]([C:40]1[CH:45]=[CH:44][CH:43]=[CH:42][CH:41]=1)([CH3:39])[CH3:38])[CH2:31][C:32](O)=[O:33])=[O:28])([CH3:25])([CH3:24])[CH3:23], predict the reaction product. The product is: [C:22]([O:26][C:27]([NH:29][C@@H:30]([CH2:31][C:32]([O:12][C:6]1[C:7]([CH3:11])=[CH:8][CH:9]=[CH:10][C:5]=1[S:4][S:3][CH2:1][CH3:2])=[O:33])[C:35]([O:36][C:37]([C:40]1[CH:41]=[CH:42][CH:43]=[CH:44][CH:45]=1)([CH3:39])[CH3:38])=[O:46])=[O:28])([CH3:25])([CH3:23])[CH3:24]. (4) Given the reactants Cl[C:2]1[N:7]=[CH:6][N:5]=[C:4]([NH:8][C:9]2[CH:18]=[C:17]3[C:12]([CH:13]=[CH:14][CH:15]=[N:16]3)=[CH:11][CH:10]=2)[CH:3]=1.[F:19][C:20]1[CH:25]=[CH:24][C:23]([C@@H:26]([N:28]2[CH2:33][CH2:32][NH:31][CH2:30][CH2:29]2)[CH3:27])=[CH:22][CH:21]=1, predict the reaction product. The product is: [F:19][C:20]1[CH:25]=[CH:24][C:23]([C@@H:26]([N:28]2[CH2:29][CH2:30][N:31]([C:2]3[N:7]=[CH:6][N:5]=[C:4]([NH:8][C:9]4[CH:18]=[C:17]5[C:12]([CH:13]=[CH:14][CH:15]=[N:16]5)=[CH:11][CH:10]=4)[CH:3]=3)[CH2:32][CH2:33]2)[CH3:27])=[CH:22][CH:21]=1. (5) Given the reactants [NH2:1][C:2]1[C:7]([N+:8]([O-])=O)=[C:6]([N:11]2[CH2:16][CH2:15][N:14]([CH2:17][C:18]([NH:20][C:21]3[S:22][CH:23]=[CH:24][N:25]=3)=[O:19])[CH2:13][CH2:12]2)[C:5]([Br:26])=[CH:4][N:3]=1.[CH:27]([C:29]1[CH:43]=[CH:42][C:32]([CH2:33][NH:34][C:35](=[O:41])[O:36][C:37]([CH3:40])([CH3:39])[CH3:38])=[CH:31][CH:30]=1)=O.[O-]S(S([O-])=O)=O.[Na+].[Na+], predict the reaction product. The product is: [C:37]([O:36][C:35](=[O:41])[NH:34][CH2:33][C:32]1[CH:31]=[CH:30][C:29]([C:27]2[NH:1][C:2]3=[N:3][CH:4]=[C:5]([Br:26])[C:6]([N:11]4[CH2:16][CH2:15][N:14]([CH2:17][C:18](=[O:19])[NH:20][C:21]5[S:22][CH:23]=[CH:24][N:25]=5)[CH2:13][CH2:12]4)=[C:7]3[N:8]=2)=[CH:43][CH:42]=1)([CH3:40])([CH3:39])[CH3:38]. (6) Given the reactants [C:1]([C:3]1[CH:4]=[C:5]([CH:8]=[CH:9][CH:10]=1)[CH2:6]Br)#[N:2].[CH2:11]([O:13][C:14](=[O:31])[C:15]1[CH:20]=[C:19]([OH:21])[CH:18]=[C:17]([O:22][C:23]2[CH:28]=[CH:27][C:26]([C:29]#[N:30])=[CH:25][CH:24]=2)[CH:16]=1)[CH3:12], predict the reaction product. The product is: [CH2:11]([O:13][C:14](=[O:31])[C:15]1[CH:16]=[C:17]([O:22][C:23]2[CH:28]=[CH:27][C:26]([C:29]#[N:30])=[CH:25][CH:24]=2)[CH:18]=[C:19]([O:21][CH2:6][C:5]2[CH:8]=[CH:9][CH:10]=[C:3]([C:1]#[N:2])[CH:4]=2)[CH:20]=1)[CH3:12]. (7) Given the reactants [NH2:1][C@@H:2]([CH2:30][OH:31])[C:3]([N:5]1[CH2:10][CH2:9][N:8]([C:11]([C@@H:13]([NH:18][C:19]([C:21]2[S:22][C:23]3[CH:29]=[CH:28][CH:27]=[CH:26][C:24]=3[CH:25]=2)=[O:20])[CH2:14][CH:15]([CH3:17])[CH3:16])=[O:12])[CH2:7][CH2:6]1)=[O:4].C(N(CC)CC)C.[Cl:39][C:40]1[CH:45]=[C:44]([Cl:46])[CH:43]=[CH:42][C:41]=1[S:47](Cl)(=[O:49])=[O:48], predict the reaction product. The product is: [Cl:39][C:40]1[CH:45]=[C:44]([Cl:46])[CH:43]=[CH:42][C:41]=1[S:47]([NH:1][C@@H:2]([CH2:30][OH:31])[C:3]([N:5]1[CH2:10][CH2:9][N:8]([C:11]([C@@H:13]([NH:18][C:19]([C:21]2[S:22][C:23]3[CH:29]=[CH:28][CH:27]=[CH:26][C:24]=3[CH:25]=2)=[O:20])[CH2:14][CH:15]([CH3:17])[CH3:16])=[O:12])[CH2:7][CH2:6]1)=[O:4])(=[O:49])=[O:48].